This data is from Ames mutagenicity test results for genotoxicity prediction. The task is: Regression/Classification. Given a drug SMILES string, predict its toxicity properties. Task type varies by dataset: regression for continuous values (e.g., LD50, hERG inhibition percentage) or binary classification for toxic/non-toxic outcomes (e.g., AMES mutagenicity, cardiotoxicity, hepatotoxicity). Dataset: ames. (1) The drug is C=C=O. The result is 1 (mutagenic). (2) The molecule is Clc1ccc(C(Cl)(Cl)Cl)c(Cl)c1. The result is 1 (mutagenic). (3) The molecule is COc1ccc2oc([N+](=O)[O-])cc2c1N(CCCl)CCCl. The result is 1 (mutagenic). (4) The drug is OCC=CCl. The result is 1 (mutagenic). (5) The drug is Clc1c(Cl)c(Cl)c2c(c1Cl)Oc1c(Cl)c(Cl)c(Cl)c(Cl)c1O2. The result is 0 (non-mutagenic). (6) The drug is c1cc(-c2cc3ccc(C4=NCCN4)cc3[nH]2)ccc1C1=NCCN1. The result is 0 (non-mutagenic).